From a dataset of Rat liver microsome stability data. Regression/Classification. Given a drug SMILES string, predict its absorption, distribution, metabolism, or excretion properties. Task type varies by dataset: regression for continuous measurements (e.g., permeability, clearance, half-life) or binary classification for categorical outcomes (e.g., BBB penetration, CYP inhibition). Dataset: rlm. (1) The compound is Cc1ccc(C)c(SC2=NS(=O)(=O)c3ccccc32)c1. The result is 1 (stable in rat liver microsomes). (2) The molecule is CCN(CC)CCCNC(=O)c1oc2c(c1C)-c1nn(Cc3ccc(Cl)cc3)cc1CC2. The result is 0 (unstable in rat liver microsomes). (3) The molecule is Oc1ncnc2[nH]cnc12. The result is 0 (unstable in rat liver microsomes). (4) The compound is CN(C)CCC(c1ccc2cc(F)ccc2c1)n1ncnn1. The result is 1 (stable in rat liver microsomes). (5) The drug is COc1ccc(CN2CCc3nc(N4CCN(c5ccc(F)cc5)CC4)ncc3C2)c(OC)c1OC. The result is 1 (stable in rat liver microsomes).